From a dataset of Catalyst prediction with 721,799 reactions and 888 catalyst types from USPTO. Predict which catalyst facilitates the given reaction. (1) Reactant: [NH:1]1[C:5]2[CH:6]=[CH:7][S:8][C:4]=2[CH:3]=[N:2]1.[I:9]I.[OH-].[K+].[O-]S([O-])(=S)=O.[Na+].[Na+]. Product: [I:9][C:3]1[C:4]2[S:8][CH:7]=[CH:6][C:5]=2[NH:1][N:2]=1. The catalyst class is: 18. (2) Reactant: [O:1]=[S:2]1(=[O:29])[C:8]2[CH:9]=[CH:10][CH:11]=[CH:12][C:7]=2[CH2:6][N:5]([C:13]2[CH:22]=[C:21]([NH:23][CH2:24][CH2:25][CH2:26][NH2:27])[C:20]3[C:15](=[CH:16][CH:17]=[C:18]([CH3:28])[CH:19]=3)[N:14]=2)[CH2:4][CH2:3]1.[O:30]1[CH2:33][C:32](=O)[CH2:31]1.C(N(C(C)C)C(C)C)C.C(O[BH-](OC(=O)C)OC(=O)C)(=O)C.[Na+]. Product: [O:29]=[S:2]1(=[O:1])[C:8]2[CH:9]=[CH:10][CH:11]=[CH:12][C:7]=2[CH2:6][N:5]([C:13]2[CH:22]=[C:21]([NH:23][CH2:24][CH2:25][CH2:26][NH:27][CH:32]3[CH2:33][O:30][CH2:31]3)[C:20]3[C:15](=[CH:16][CH:17]=[C:18]([CH3:28])[CH:19]=3)[N:14]=2)[CH2:4][CH2:3]1. The catalyst class is: 4. (3) Reactant: C([O:3][C:4](=[O:30])[C:5]1[CH:10]=[CH:9][C:8]([N:11]2[CH:15]=[C:14]([C:16]3[CH:21]=[CH:20][CH:19]=[CH:18][C:17]=3[O:22][CH2:23][CH2:24][O:25][CH3:26])[C:13]([C:27]#[N:28])=[CH:12]2)=[CH:7][C:6]=1[OH:29])C.C(O)C.[OH-].[Li+].Cl. Product: [C:27]([C:13]1[C:14]([C:16]2[CH:21]=[CH:20][CH:19]=[CH:18][C:17]=2[O:22][CH2:23][CH2:24][O:25][CH3:26])=[CH:15][N:11]([C:8]2[CH:9]=[CH:10][C:5]([C:4]([OH:30])=[O:3])=[C:6]([OH:29])[CH:7]=2)[CH:12]=1)#[N:28]. The catalyst class is: 132. (4) Reactant: [CH3:1][N:2]1[C:10]2[C:5](=[CH:6][CH:7]=[CH:8][CH:9]=2)[C:4]([CH2:11][CH:12]([CH3:14])[CH3:13])=[C:3]1[C:15]([NH:17][C@H:18]([C:22]([NH:24][CH:25]([C:34](=[O:37])[CH2:35]Br)[CH2:26][C:27]([O:29][C:30]([CH3:33])([CH3:32])[CH3:31])=[O:28])=[O:23])[CH:19]([CH3:21])[CH3:20])=[O:16].[F-].[K+].[F:40][C:41]1[CH:46]=[CH:45][CH:44]=[CH:43][C:42]=1[OH:47].CCCCCC.CCOC(C)=O. Product: [CH3:1][N:2]1[C:10]2[C:5](=[CH:6][CH:7]=[CH:8][CH:9]=2)[C:4]([CH2:11][CH:12]([CH3:14])[CH3:13])=[C:3]1[C:15]([NH:17][C@H:18]([C:22]([NH:24][CH:25]([C:34](=[O:37])[CH2:35][O:47][C:42]1[CH:43]=[CH:44][CH:45]=[CH:46][C:41]=1[F:40])[CH2:26][C:27]([O:29][C:30]([CH3:33])([CH3:32])[CH3:31])=[O:28])=[O:23])[CH:19]([CH3:21])[CH3:20])=[O:16]. The catalyst class is: 3. (5) Reactant: [NH2:1][C:2]1[N:10]=[CH:9][N:8]=[C:7]2[C:3]=1[NH:4][C:5](=[S:11])[NH:6]2.F[B-](F)(F)F.[I:17][C:18]1[CH:23]=[CH:22][C:21]([O:24][C:25]([F:28])([F:27])[F:26])=[CH:20][C:19]=1[N+]#N.C([O-])(O)=O.[Na+]. Product: [I:17][C:18]1[CH:19]=[CH:20][C:21]([O:24][C:25]([F:26])([F:27])[F:28])=[CH:22][C:23]=1[S:11][C:5]1[NH:6][C:7]2[C:3]([N:4]=1)=[C:2]([NH2:1])[N:10]=[CH:9][N:8]=2. The catalyst class is: 3.